From a dataset of Peptide-MHC class I binding affinity with 185,985 pairs from IEDB/IMGT. Regression. Given a peptide amino acid sequence and an MHC pseudo amino acid sequence, predict their binding affinity value. This is MHC class I binding data. (1) The peptide sequence is AYNLWVTVY. The MHC is Mamu-A11 with pseudo-sequence Mamu-A11. The binding affinity (normalized) is 0.0452. (2) The peptide sequence is EIYRTLYGL. The MHC is HLA-A31:01 with pseudo-sequence HLA-A31:01. The binding affinity (normalized) is 0.0847. (3) The peptide sequence is VLDEPSIGL. The MHC is HLA-A02:11 with pseudo-sequence HLA-A02:11. The binding affinity (normalized) is 1.00. (4) The peptide sequence is MELSLRAIQ. The MHC is HLA-A26:01 with pseudo-sequence HLA-A26:01. The binding affinity (normalized) is 0.0847. (5) The peptide sequence is LLWTLVVLL. The MHC is HLA-B57:01 with pseudo-sequence HLA-B57:01. The binding affinity (normalized) is 0.171. (6) The peptide sequence is FPHCLAFSY. The MHC is Patr-B1301 with pseudo-sequence Patr-B1301. The binding affinity (normalized) is 0.418.